Dataset: Reaction yield outcomes from USPTO patents with 853,638 reactions. Task: Predict the reaction yield, written as a fraction of the theoretical maximum amount of product (1.0 means a 100% yield; for example, 0.34 means a 34% yield). (1) The reactants are [CH2:1]([C:13]1[CH:14]=[C:15]([C:18]2[S:19][CH:20]=[C:21]([CH2:23][CH2:24][CH2:25][CH2:26][CH2:27][CH2:28][CH2:29][CH2:30][CH2:31][CH2:32][CH2:33][CH3:34])[CH:22]=2)[S:16][CH:17]=1)[CH2:2][CH2:3][CH2:4][CH2:5][CH2:6][CH2:7][CH2:8][CH2:9][CH2:10][CH2:11][CH3:12].C1C(=O)N([Br:42])C(=O)C1.O. The yield is 0.850. The product is [Br:42][C:20]1[S:19][C:18]([C:15]2[S:16][CH:17]=[C:13]([CH2:1][CH2:2][CH2:3][CH2:4][CH2:5][CH2:6][CH2:7][CH2:8][CH2:9][CH2:10][CH2:11][CH3:12])[CH:14]=2)=[CH:22][C:21]=1[CH2:23][CH2:24][CH2:25][CH2:26][CH2:27][CH2:28][CH2:29][CH2:30][CH2:31][CH2:32][CH2:33][CH3:34]. The catalyst is C(Cl)(Cl)Cl.CC(O)=O. (2) The reactants are [Br:1][C:2]1[CH:3]=[CH:4][C:5]2[O:6][CH2:7][C:8](=[O:12])[NH:9][C:10]=2[N:11]=1.[H-].[Na+].CS(O[CH2:20][CH2:21][N:22]1[CH2:27][CH2:26][CH:25]([NH:28][C:29]([O:31][C:32]([CH3:35])([CH3:34])[CH3:33])=[O:30])[CH2:24][CH2:23]1)(=O)=O.C(OC(=O)NC1CCN(CCN2C3C(=CC=C(OC)C=3)C=CC2=O)CC1)(C)(C)C. No catalyst specified. The product is [C:32]([O:31][C:29](=[O:30])[NH:28][CH:25]1[CH2:26][CH2:27][N:22]([CH2:21][CH2:20][N:9]2[C:8](=[O:12])[CH2:7][O:6][C:5]3[CH:4]=[CH:3][C:2]([Br:1])=[N:11][C:10]2=3)[CH2:23][CH2:24]1)([CH3:35])([CH3:34])[CH3:33]. The yield is 0.920.